From a dataset of CYP2D6 inhibition data for predicting drug metabolism from PubChem BioAssay. Regression/Classification. Given a drug SMILES string, predict its absorption, distribution, metabolism, or excretion properties. Task type varies by dataset: regression for continuous measurements (e.g., permeability, clearance, half-life) or binary classification for categorical outcomes (e.g., BBB penetration, CYP inhibition). Dataset: cyp2d6_veith. (1) The drug is COc1ccc(C(=O)N2CCC3(CC2)CN(C(=O)Nc2ccccc2)C3)cc1. The result is 0 (non-inhibitor). (2) The result is 0 (non-inhibitor). The compound is O=P([O-])(O)C(Cl)(Cl)P(=O)([O-])O.[Na+].[Na+]. (3) The drug is O=C(O)/C(=C\c1ccc(O)cc1)c1cccc2ccccc12. The result is 0 (non-inhibitor). (4) The molecule is Cc1ccc(-n2c(C)nnc2SCC(=O)N2CCc3ccccc3C2)cc1C. The result is 0 (non-inhibitor). (5) The drug is CNc1nc(-c2c(C)noc2C)nc2ccccc12. The result is 0 (non-inhibitor). (6) The result is 0 (non-inhibitor). The compound is CCC(C)NC(=O)C(NS(=O)(=O)c1cccc2nsnc12)c1ccccc1. (7) The drug is COc1ccc(O)c(/C=N/NC(=O)CSc2nnc(C)n2-c2ccccc2)c1. The result is 0 (non-inhibitor).